Dataset: Catalyst prediction with 721,799 reactions and 888 catalyst types from USPTO. Task: Predict which catalyst facilitates the given reaction. (1) Reactant: [AlH4-].[Li+].[NH2:3][C:4]1([C:14](O)=[O:15])[CH2:13][CH2:12][C:7]2([O:11][CH2:10][CH2:9][O:8]2)[CH2:6][CH2:5]1. Product: [NH2:3][C:4]1([CH2:14][OH:15])[CH2:13][CH2:12][C:7]2([O:8][CH2:9][CH2:10][O:11]2)[CH2:6][CH2:5]1. The catalyst class is: 7. (2) The catalyst class is: 5. Product: [NH:28]1[CH:32]=[C:31]([CH2:33][CH2:34][CH2:35][NH:36][C:15]([C:14]2[CH:13]=[CH:12][C:11]([C:9]([NH:8][C:5]3[CH:6]=[CH:7][C:2]([Cl:1])=[C:3]([C:22]4[CH:27]=[CH:26][CH:25]=[CH:24][N:23]=4)[CH:4]=3)=[O:10])=[CH:21][CH:20]=2)=[NH:19])[N:30]=[CH:29]1. Reactant: [Cl:1][C:2]1[CH:7]=[CH:6][C:5]([NH:8][C:9]([C:11]2[CH:21]=[CH:20][C:14]([C:15](=[NH:19])OCC)=[CH:13][CH:12]=2)=[O:10])=[CH:4][C:3]=1[C:22]1[CH:27]=[CH:26][CH:25]=[CH:24][N:23]=1.[NH:28]1[CH:32]=[C:31]([CH2:33][CH2:34][CH2:35][NH2:36])[N:30]=[CH:29]1. (3) Reactant: [CH3:1][O:2][CH2:3][CH2:4][CH2:5][O:6][C:7]1[CH:8]=[C:9]([CH:29]=[CH:30][C:31]=1[O:32][CH3:33])[CH2:10][C@H:11]([CH:26]([CH3:28])[CH3:27])[CH2:12][C@H:13]([NH:18][C:19](=[O:25])[O:20][C:21]([CH3:24])([CH3:23])[CH3:22])[C@@H:14]([OH:17])[CH2:15][NH2:16].[CH2:34]([N:41]=[C:42]=[O:43])[C:35]1[CH:40]=[CH:39][CH:38]=[CH:37][CH:36]=1. Product: [CH3:1][O:2][CH2:3][CH2:4][CH2:5][O:6][C:7]1[CH:8]=[C:9]([CH:29]=[CH:30][C:31]=1[O:32][CH3:33])[CH2:10][C@H:11]([CH:26]([CH3:28])[CH3:27])[CH2:12][C@H:13]([NH:18][C:19]([O:20][C:21]([CH3:24])([CH3:23])[CH3:22])=[O:25])[C@@H:14]([OH:17])[CH2:15][NH:16][C:42]([NH:41][CH2:34][C:35]1[CH:40]=[CH:39][CH:38]=[CH:37][CH:36]=1)=[O:43]. The catalyst class is: 10. (4) Reactant: [NH2:1][C:2]1[C:3]2[C:10]([C:11]#[C:12][Si](C)(C)C)=[CH:9][N:8]([C@@H:17]3[O:22][C@H:21]([CH2:23][OH:24])[C@@H:19]([OH:20])[CH2:18]3)[C:4]=2[N:5]=[CH:6][N:7]=1.C([O-])([O-])=O.[K+].[K+]. The catalyst class is: 5. Product: [NH2:1][C:2]1[C:3]2[C:10]([C:11]#[CH:12])=[CH:9][N:8]([C@@H:17]3[O:22][C@H:21]([CH2:23][OH:24])[C@@H:19]([OH:20])[CH2:18]3)[C:4]=2[N:5]=[CH:6][N:7]=1. (5) Reactant: [Br:1][C:2]1[CH:7]=[CH:6][C:5]([C:8]2[N:9]=[C:10]([C:22]([CH3:25])([CH3:24])[CH3:23])[S:11][C:12]=2[C@@H:13]2[CH2:18][CH2:17][CH2:16][CH2:15][C@H:14]2[C:19](O)=[O:20])=[CH:4][CH:3]=1.CN(C(ON1N=[N:41][C:36]2[CH:37]=[CH:38]C=[N:40][C:35]1=2)=[N+](C)C)C.F[P-](F)(F)(F)(F)F.[Cl-].C(C1([NH3+])CC1)#N.CCN(C(C)C)C(C)C. Product: [Br:1][C:2]1[CH:7]=[CH:6][C:5]([C:8]2[N:9]=[C:10]([C:22]([CH3:24])([CH3:23])[CH3:25])[S:11][C:12]=2[C@@H:13]2[CH2:18][CH2:17][CH2:16][CH2:15][C@H:14]2[C:19]([NH:41][C:36]2([C:35]#[N:40])[CH2:38][CH2:37]2)=[O:20])=[CH:4][CH:3]=1. The catalyst class is: 3.